This data is from Forward reaction prediction with 1.9M reactions from USPTO patents (1976-2016). The task is: Predict the product of the given reaction. (1) Given the reactants Cl.Cl.[NH2:3][CH:4]([C:9]([OH:11])=[O:10])[CH2:5][N:6]([CH3:8])[CH3:7].[C:12](O[C:20]([O:22][C:23]([CH3:26])([CH3:25])[CH3:24])=[O:21])(OC(C)(C)C)=O.C([O-])([O-])=O.[Na+].[Na+], predict the reaction product. The product is: [CH3:7][N:6]([CH3:8])[CH2:5][CH:4]([NH:3][CH3:12])[CH2:9][OH:11].[C:23]([O:22][C:20]([NH:3][CH:4]([CH2:5][N:6]([CH3:8])[CH3:7])[C:9]([OH:11])=[O:10])=[O:21])([CH3:24])([CH3:25])[CH3:26]. (2) Given the reactants [CH2:1]([O:8][CH2:9][C:10]([NH:16][S:17]([C:19]([CH3:22])([CH3:21])[CH3:20])=[O:18])([CH3:15])/[C:11](=[N:13]/[OH:14])/[NH2:12])[C:2]1[CH:7]=[CH:6][CH:5]=[CH:4][CH:3]=1.C(=O)([O-])[O-].[K+].[K+].[C:29](OC(=O)C)(=O)[CH3:30], predict the reaction product. The product is: [CH2:1]([O:8][CH2:9][C:10]([NH:16][S:17]([C:19]([CH3:22])([CH3:21])[CH3:20])=[O:18])([CH3:15])[C:11]1[N:12]=[C:29]([CH3:30])[O:14][N:13]=1)[C:2]1[CH:7]=[CH:6][CH:5]=[CH:4][CH:3]=1.